From a dataset of Full USPTO retrosynthesis dataset with 1.9M reactions from patents (1976-2016). Predict the reactants needed to synthesize the given product. (1) Given the product [C:11]([O-:14])(=[O:13])[CH3:12].[CH2:2]([N+:4]([CH2:9][CH3:10])([CH2:7][CH3:8])[CH2:5][CH3:6])[CH3:3], predict the reactants needed to synthesize it. The reactants are: [OH-].[CH2:2]([N+:4]([CH2:9][CH3:10])([CH2:7][CH3:8])[CH2:5][CH3:6])[CH3:3].[C:11]([OH:14])(=[O:13])[CH3:12]. (2) Given the product [BrH:31].[C:1]1([C:7]([C:25]2[CH:30]=[CH:29][CH:28]=[CH:27][CH:26]=2)([C@@H:10]2[CH2:14][CH2:13][NH:12][CH2:11]2)[C:8]#[N:9])[CH:2]=[CH:3][CH:4]=[CH:5][CH:6]=1, predict the reactants needed to synthesize it. The reactants are: [C:1]1([C:7]([C:25]2[CH:30]=[CH:29][CH:28]=[CH:27][CH:26]=2)([C@@H:10]2[CH2:14][CH2:13][N:12](S(C3C=CC(C)=CC=3)(=O)=O)[CH2:11]2)[C:8]#[N:9])[CH:6]=[CH:5][CH:4]=[CH:3][CH:2]=1.[BrH:31].C1(O)C=CC=CC=1. (3) Given the product [CH2:3]([N:10]1[CH2:15][CH2:14][C:13]2([CH2:17][C:18]3[CH:23]=[C:22]([F:24])[CH:21]=[CH:20][C:19]=3[O:16]2)[CH2:12][CH2:11]1)[C:4]1[CH:9]=[CH:8][CH:7]=[CH:6][CH:5]=1, predict the reactants needed to synthesize it. The reactants are: [H-].[Na+].[CH2:3]([N:10]1[CH2:15][CH2:14][C:13]([CH2:17][C:18]2[CH:23]=[C:22]([F:24])[CH:21]=[CH:20][C:19]=2F)([OH:16])[CH2:12][CH2:11]1)[C:4]1[CH:9]=[CH:8][CH:7]=[CH:6][CH:5]=1.CN(C=O)C.O.